Dataset: Catalyst prediction with 721,799 reactions and 888 catalyst types from USPTO. Task: Predict which catalyst facilitates the given reaction. (1) Reactant: [F:1][C:2]([C:7]1[CH:12]=[CH:11][C:10]([O:13][S:14]([C:17]([F:20])([F:19])[F:18])(=[O:16])=[O:15])=[CH:9][CH:8]=1)([CH3:6])[C:3]([OH:5])=[O:4].C=C[C@@H]1[C@@H]2C[C@@H]([C@H](O)C3C=CN=C4C=CC=CC=34)N(CC2)C1. Product: [F:1][C@:2]([C:7]1[CH:8]=[CH:9][C:10]([O:13][S:14]([C:17]([F:18])([F:20])[F:19])(=[O:16])=[O:15])=[CH:11][CH:12]=1)([CH3:6])[C:3]([OH:5])=[O:4]. The catalyst class is: 41. (2) Reactant: C([O:8][C:9]1[C:14]([O:15][CH3:16])=[CH:13][C:12]([CH:17]=[CH:18][C:19]([O:21][CH2:22][CH3:23])=[O:20])=[CH:11][C:10]=1[F:24])C1C=CC=CC=1.Cl. Product: [F:24][C:10]1[CH:11]=[C:12]([CH2:17][CH2:18][C:19]([O:21][CH2:22][CH3:23])=[O:20])[CH:13]=[C:14]([O:15][CH3:16])[C:9]=1[OH:8]. The catalyst class is: 349. (3) Reactant: [C:1]1([OH:7])[CH:6]=[CH:5][CH:4]=[CH:3][CH:2]=1.C(=O)([O-])[O-].[K+].[K+].Br[CH2:15][C:16]1[CH:25]=[CH:24][C:19]([C:20]([O:22][CH3:23])=[O:21])=[C:18]([N+:26]([O-:28])=[O:27])[CH:17]=1.Cl. Product: [N+:26]([C:18]1[CH:17]=[C:16]([CH2:15][O:7][C:1]2[CH:6]=[CH:5][CH:4]=[CH:3][CH:2]=2)[CH:25]=[CH:24][C:19]=1[C:20]([O:22][CH3:23])=[O:21])([O-:28])=[O:27]. The catalyst class is: 434. (4) Reactant: [H-].[Al+3].[Li+].[H-].[H-].[H-].C[O:8][C:9]([C:11]1[C:12]([C:24]2[CH:29]=[CH:28][CH:27]=[CH:26][C:25]=2[O:30][CH3:31])=[CH:13][CH:14]=[C:15]2[C:20]=1[NH:19][C:18](=[O:21])[C:17]([CH3:23])([CH3:22])[NH:16]2)=O.Cl. Product: [OH:8][CH2:9][C:11]1[C:12]([C:24]2[CH:29]=[CH:28][CH:27]=[CH:26][C:25]=2[O:30][CH3:31])=[CH:13][CH:14]=[C:15]2[C:20]=1[NH:19][C:18](=[O:21])[C:17]([CH3:22])([CH3:23])[NH:16]2. The catalyst class is: 253. (5) Reactant: [CH3:1][O:2][C:3]1[CH:8]=[CH:7][C:6]([C:9]([F:12])([F:11])[F:10])=[CH:5][C:4]=1[C:13]1[CH2:14][CH2:15][N:16]([C:19]([O:21][C:22]([CH3:25])([CH3:24])[CH3:23])=[O:20])[CH2:17][CH:18]=1. Product: [CH3:1][O:2][C:3]1[CH:8]=[CH:7][C:6]([C:9]([F:10])([F:11])[F:12])=[CH:5][C:4]=1[CH:13]1[CH2:18][CH2:17][N:16]([C:19]([O:21][C:22]([CH3:25])([CH3:24])[CH3:23])=[O:20])[CH2:15][CH2:14]1. The catalyst class is: 45. (6) Reactant: [N:1]([CH2:4][CH2:5][NH:6]C(=O)CCCCCCCCCCCCC)=[N+:2]=[N-:3].[CH3:22][N:23]([CH3:38])[C:24]1[CH:33]=[CH:32][CH:31]=[C:30]2[C:25]=1[CH:26]=[CH:27][CH:28]=[C:29]2[S:34](Cl)(=[O:36])=[O:35].N(CCN)=[N+]=[N-].C(N(CC)CC)C. Product: [N:1]([CH2:4][CH2:5][NH:6][S:34]([C:29]1[C:30]2[C:25](=[C:24]([N:23]([CH3:38])[CH3:22])[CH:33]=[CH:32][CH:31]=2)[CH:26]=[CH:27][CH:28]=1)(=[O:36])=[O:35])=[N+:2]=[N-:3]. The catalyst class is: 4. (7) Reactant: Cl[C:2]1[C:7]2=[N:8][N:9]=[CH:10][N:6]2[N:5]=[C:4]([C:11]2[CH:16]=[CH:15][C:14]([Cl:17])=[CH:13][C:12]=2[Cl:18])[N:3]=1.Cl.[NH2:20][C:21]1[C:26]([C:27](=[O:30])[CH2:28][CH3:29])=[CH:25][CH:24]=[C:23]([NH:31][CH:32]2[CH2:37][CH2:36][CH2:35][NH:34][CH2:33]2)[N:22]=1.C(N(CC)C(C)C)(C)C. Product: [NH2:20][C:21]1[C:26]([C:27](=[O:30])[CH2:28][CH3:29])=[CH:25][CH:24]=[C:23]([NH:31][CH:32]2[CH2:37][CH2:36][CH2:35][N:34]([C:2]3[C:7]4=[N:8][N:9]=[CH:10][N:6]4[N:5]=[C:4]([C:11]4[CH:16]=[CH:15][C:14]([Cl:17])=[CH:13][C:12]=4[Cl:18])[N:3]=3)[CH2:33]2)[N:22]=1. The catalyst class is: 16.